Task: Predict the product of the given reaction.. Dataset: Forward reaction prediction with 1.9M reactions from USPTO patents (1976-2016) (1) The product is: [Cl:21][C:19]1[CH:20]=[C:15]([NH:3][C:4]2[CH:13]=[CH:12][CH:11]=[CH:10][C:5]=2[C:6]([NH:8][CH3:9])=[O:7])[C:16]([C:22]#[N:23])=[CH:17][N:18]=1. Given the reactants [H-].[Na+].[NH2:3][C:4]1[CH:13]=[CH:12][CH:11]=[CH:10][C:5]=1[C:6]([NH:8][CH3:9])=[O:7].Cl[C:15]1[CH:20]=[C:19]([Cl:21])[N:18]=[CH:17][C:16]=1[C:22]#[N:23], predict the reaction product. (2) Given the reactants [C:1]([C@@:3]1([CH2:31][CH3:32])[CH2:7][CH2:6][N:5]([C:8]2[CH:13]=[CH:12][N:11]=[C:10]([NH:14][C:15]3[CH:16]=[C:17]([N:21](S(C)(=O)=O)[S:22]([CH3:25])(=[O:24])=[O:23])[CH:18]=[CH:19][CH:20]=3)[N:9]=2)[C:4]1=[O:30])#[N:2].[OH-].[Li+].[Cl-:35].[NH4+], predict the reaction product. The product is: [ClH:35].[C:1]([C@@:3]1([CH2:31][CH3:32])[CH2:7][CH2:6][N:5]([C:8]2[CH:13]=[CH:12][N:11]=[C:10]([NH:14][C:15]3[CH:16]=[C:17]([NH:21][S:22]([CH3:25])(=[O:24])=[O:23])[CH:18]=[CH:19][CH:20]=3)[N:9]=2)[C:4]1=[O:30])#[N:2]. (3) Given the reactants [N+:1]([C:4]1[N:5]([CH2:9][CH2:10][N:11]2[CH2:16][CH2:15][O:14][CH2:13][CH2:12]2)[CH:6]=[CH:7][N:8]=1)([O-])=O.[BH4-].[Na+], predict the reaction product. The product is: [O:14]1[CH2:15][CH2:16][N:11]([CH2:10][CH2:9][N:5]2[CH:6]=[CH:7][N:8]=[C:4]2[NH2:1])[CH2:12][CH2:13]1. (4) Given the reactants [OH:1][CH2:2][CH:3]1[CH2:8][CH:7]([O:9][CH:10]2[CH2:15][CH2:14][CH2:13][CH2:12][O:11]2)[CH2:6][CH2:5][N:4]1[C:16]([O:18][C:19]([CH3:22])([CH3:21])[CH3:20])=[O:17].C(N(C(C)C)CC)(C)C.[C:32](Cl)(=[O:34])[CH3:33], predict the reaction product. The product is: [C:32]([O:1][CH2:2][CH:3]1[CH2:8][CH:7]([O:9][CH:10]2[CH2:15][CH2:14][CH2:13][CH2:12][O:11]2)[CH2:6][CH2:5][N:4]1[C:16]([O:18][C:19]([CH3:22])([CH3:21])[CH3:20])=[O:17])(=[O:34])[CH3:33]. (5) Given the reactants [CH2:1]([N:8]([CH2:17][C:18]1[CH:23]=[CH:22][C:21]([C:24]([O:26][CH3:27])=[O:25])=[CH:20][CH:19]=1)[C:9]1[CH:14]=[CH:13][CH:12]=[C:11]([NH2:15])[C:10]=1[CH3:16])[C:2]1[CH:7]=[CH:6][CH:5]=[CH:4][CH:3]=1.[CH3:28][S:29](Cl)(=[O:31])=[O:30], predict the reaction product. The product is: [CH2:1]([N:8]([CH2:17][C:18]1[CH:19]=[CH:20][C:21]([C:24]([O:26][CH3:27])=[O:25])=[CH:22][CH:23]=1)[C:9]1[C:10]([CH3:16])=[C:11]([NH:15][S:29]([CH3:28])(=[O:31])=[O:30])[CH:12]=[CH:13][CH:14]=1)[C:2]1[CH:3]=[CH:4][CH:5]=[CH:6][CH:7]=1. (6) Given the reactants OC1C=C(N2C(=O)C3C(=CC=CC=3C)N=C2C(NC2N=CN=C3C=2N=CN3[CH2:32][O:33][CH2:34][CH2:35][Si](C)(C)C)C)C=CC=1.Cl.[OH:41][C:42]1[CH:43]=[C:44]([N:48]2[C:57](=[O:58])[C:56]3[C:51](=[CH:52][CH:53]=[CH:54][C:55]=3[CH3:59])[N:50]=[C:49]2[CH:60]([NH:62][C:63]2[N:71]=[CH:70][N:69]=[C:68]3[C:64]=2[N:65]=[CH:66][NH:67]3)[CH3:61])[CH:45]=[CH:46][CH:47]=1, predict the reaction product. The product is: [CH3:32][O:33][CH2:34][CH2:35][O:41][C:42]1[CH:43]=[C:44]([N:48]2[C:57](=[O:58])[C:56]3[C:51](=[CH:52][CH:53]=[CH:54][C:55]=3[CH3:59])[N:50]=[C:49]2[CH:60]([NH:62][C:63]2[N:71]=[CH:70][N:69]=[C:68]3[C:64]=2[N:65]=[CH:66][NH:67]3)[CH3:61])[CH:45]=[CH:46][CH:47]=1. (7) The product is: [CH2:33]([O:32][C:13]1[N:14]([CH2:15][C:16]2[CH:21]=[CH:20][C:19]([C:22]3[C:23]([C:28]([OH:30])=[O:29])=[CH:24][CH:25]=[CH:26][CH:27]=3)=[CH:18][C:17]=2[F:31])[C:10]([CH2:9][NH:8][C:6](=[O:7])[C@@H:5]([SH:4])[CH2:37][CH:38]([CH3:39])[CH3:40])=[C:11]([CH2:35][CH3:36])[N:12]=1)[CH3:34]. Given the reactants C([S:4][C@@H:5]([CH2:37][CH:38]([CH3:40])[CH3:39])[C:6]([NH:8][CH2:9][C:10]1[N:14]([CH2:15][C:16]2[CH:21]=[CH:20][C:19]([C:22]3[C:23]([C:28]([OH:30])=[O:29])=[CH:24][CH:25]=[CH:26][CH:27]=3)=[CH:18][C:17]=2[F:31])[C:13]([O:32][CH2:33][CH3:34])=[N:12][C:11]=1[CH2:35][CH3:36])=[O:7])(=O)C.C(S)[C@@H](O)[C@H](O)CS.CC(O)=O.O, predict the reaction product.